From a dataset of Rat liver microsome stability data. Regression/Classification. Given a drug SMILES string, predict its absorption, distribution, metabolism, or excretion properties. Task type varies by dataset: regression for continuous measurements (e.g., permeability, clearance, half-life) or binary classification for categorical outcomes (e.g., BBB penetration, CYP inhibition). Dataset: rlm. (1) The molecule is COc1ccccc1N1CCN(C(=O)c2cc(-c3ccccc3)[nH]n2)CC1. The result is 1 (stable in rat liver microsomes). (2) The molecule is COc1cccc(CC(=O)Nc2nc(-c3ccc4c(c3)CCN4C(=O)c3ccccc3C)c(C)s2)c1. The result is 1 (stable in rat liver microsomes). (3) The drug is CC(C)Oc1cccc(C2CC(=O)Nc3cc4c(cc32)OCO4)c1. The result is 1 (stable in rat liver microsomes). (4) The molecule is COc1ccc(NC(=O)c2ccccc2)cc1S(=O)(=O)Nc1ccc(Br)cc1. The result is 1 (stable in rat liver microsomes).